Dataset: NCI-60 drug combinations with 297,098 pairs across 59 cell lines. Task: Regression. Given two drug SMILES strings and cell line genomic features, predict the synergy score measuring deviation from expected non-interaction effect. (1) Drug 1: CCCCCOC(=O)NC1=NC(=O)N(C=C1F)C2C(C(C(O2)C)O)O. Drug 2: C1=NC2=C(N=C(N=C2N1C3C(C(C(O3)CO)O)F)Cl)N. Cell line: SF-295. Synergy scores: CSS=26.0, Synergy_ZIP=1.71, Synergy_Bliss=3.96, Synergy_Loewe=4.57, Synergy_HSA=6.25. (2) Drug 1: C1=CC=C(C(=C1)C(C2=CC=C(C=C2)Cl)C(Cl)Cl)Cl. Drug 2: C1=NC2=C(N=C(N=C2N1C3C(C(C(O3)CO)O)F)Cl)N. Cell line: EKVX. Synergy scores: CSS=-1.52, Synergy_ZIP=1.69, Synergy_Bliss=-0.685, Synergy_Loewe=1.33, Synergy_HSA=-3.93.